This data is from Forward reaction prediction with 1.9M reactions from USPTO patents (1976-2016). The task is: Predict the product of the given reaction. (1) Given the reactants [Br:1][C:2]1[CH:7]=[CH:6][C:5]([C:8]([CH3:12])([CH3:11])[CH:9]=[O:10])=[CH:4][CH:3]=1.C(=O)([O-])[O-].S([CH2:27][N+:28]#[C-:29])(C1C=CC(C)=CC=1)(=O)=O, predict the reaction product. The product is: [Br:1][C:2]1[CH:3]=[CH:4][C:5]([C:8]([C:9]2[O:10][CH:29]=[N:28][CH:27]=2)([CH3:12])[CH3:11])=[CH:6][CH:7]=1. (2) Given the reactants NC(N)=O.[Cl:5][C:6]1[CH:12]=[CH:11][C:9]([NH2:10])=[C:8]([OH:13])[C:7]=1[S:14]([N:17]1[CH2:22][CH2:21][S:20](=[O:24])(=[O:23])[CH2:19][CH2:18]1)(=[O:16])=[O:15].[Br:25][C:26]1[CH:31]=[CH:30][CH:29]=[CH:28][C:27]=1[N:32]=[C:33]=[O:34], predict the reaction product. The product is: [Br:25][C:26]1[CH:31]=[CH:30][CH:29]=[CH:28][C:27]=1[NH:32][C:33]([NH:10][C:9]1[CH:11]=[CH:12][C:6]([Cl:5])=[C:7]([S:14]([N:17]2[CH2:22][CH2:21][S:20](=[O:24])(=[O:23])[CH2:19][CH2:18]2)(=[O:16])=[O:15])[C:8]=1[OH:13])=[O:34]. (3) Given the reactants C(OC([N:8]1[CH2:11][CH:10]([O:12][Si:13]([C:26]([CH3:29])([CH3:28])[CH3:27])([C:20]2[CH:25]=[CH:24][CH:23]=[CH:22][CH:21]=2)[C:14]2[CH:19]=[CH:18][CH:17]=[CH:16][CH:15]=2)[CH2:9]1)=O)(C)(C)C.Cl.O1CCOCC1, predict the reaction product. The product is: [C:26]([Si:13]([C:14]1[CH:19]=[CH:18][CH:17]=[CH:16][CH:15]=1)([C:20]1[CH:21]=[CH:22][CH:23]=[CH:24][CH:25]=1)[O:12][CH:10]1[CH2:9][NH:8][CH2:11]1)([CH3:29])([CH3:27])[CH3:28].